This data is from Catalyst prediction with 721,799 reactions and 888 catalyst types from USPTO. The task is: Predict which catalyst facilitates the given reaction. (1) Reactant: [H-].[Na+].[C:3]([N:10]([CH3:12])[OH:11])([O:5][C:6]([CH3:9])([CH3:8])[CH3:7])=[O:4].[C:13]([Si:17]([C:41]1[CH:46]=[CH:45][CH:44]=[CH:43][CH:42]=1)([C:35]1[CH:40]=[CH:39][CH:38]=[CH:37][CH:36]=1)[O:18][CH2:19][CH2:20][O:21][CH2:22][CH2:23]OS(C1C=CC(C)=CC=1)(=O)=O)([CH3:16])([CH3:15])[CH3:14]. Product: [C:13]([Si:17]([C:35]1[CH:40]=[CH:39][CH:38]=[CH:37][CH:36]=1)([C:41]1[CH:46]=[CH:45][CH:44]=[CH:43][CH:42]=1)[O:18][CH2:19][CH2:20][O:21][CH2:22][CH2:23][O:11][N:10]([CH3:12])[C:3]([O:5][C:6]([CH3:9])([CH3:8])[CH3:7])=[O:4])([CH3:14])([CH3:15])[CH3:16]. The catalyst class is: 1. (2) Reactant: [Cl:1][C:2]1[CH:3]=[C:4]([C:7]2[CH:11]=[CH:10][NH:9][N:8]=2)[S:5][CH:6]=1.[I:12]N1C(=O)CCC1=O.S([O-])([O-])(=O)=S.[Na+].[Na+].C(=O)([O-])[O-].[Na+].[Na+]. Product: [Cl:1][C:2]1[CH:3]=[C:4]([C:7]2[C:11]([I:12])=[CH:10][NH:9][N:8]=2)[S:5][CH:6]=1. The catalyst class is: 9. (3) Reactant: [OH:1][CH:2]([CH2:18][N:19]1[CH2:24][CH2:23][O:22][CH2:21][CH2:20]1)[CH2:3][N:4]1[CH2:10][CH2:9][CH2:8][C:7]2[NH:11][C:12]([CH:15]=O)=[C:13]([CH3:14])[C:6]=2[C:5]1=[O:17].[CH3:25][C:26]1[CH:34]=[CH:33][CH:32]=[C:31]2[C:27]=1[CH2:28][C:29](=[O:35])[NH:30]2.N1CCCCC1. Product: [OH:1][C@H:2]([CH2:18][N:19]1[CH2:24][CH2:23][O:22][CH2:21][CH2:20]1)[CH2:3][N:4]1[CH2:10][CH2:9][CH2:8][C:7]2[NH:11][C:12](/[CH:15]=[C:28]3\[C:29](=[O:35])[NH:30][C:31]4[C:27]\3=[C:26]([CH3:25])[CH:34]=[CH:33][CH:32]=4)=[C:13]([CH3:14])[C:6]=2[C:5]1=[O:17]. The catalyst class is: 8. (4) Reactant: [CH3:1][C:2]1[CH:11]=[CH:10][C:9]2[C:4](=[CH:5][CH:6]=[C:7]([CH3:12])[CH:8]=2)[CH:3]=1.[Br:13]N1C(=O)CCC1=O.O. Product: [Br:13][C:8]1[C:9]2[C:4](=[CH:3][C:2]([CH3:1])=[CH:11][CH:10]=2)[CH:5]=[CH:6][C:7]=1[CH3:12]. The catalyst class is: 9. (5) Reactant: [NH2:1][CH2:2][C@:3]1([CH2:18][OH:19])[O:7][C@@H:6]([N:8]2[CH:16]=[C:14]([CH3:15])[C:12](=[O:13])[NH:11][C:9]2=[O:10])[CH2:5][C@@H:4]1[OH:17].[CH:20]1[C:32]2[CH:31]([CH2:33][O:34][C:35]([NH:37][C@H:38]([C:43](O)=[O:44])[CH2:39][CH:40]([CH3:42])[CH3:41])=[O:36])[C:30]3[C:25](=[CH:26][CH:27]=[CH:28][CH:29]=3)[C:24]=2[CH:23]=[CH:22][CH:21]=1.[B-](F)(F)(F)F.CN(C(ON1C(=O)CCC1=O)=[N+](C)C)C.C(N(C(C)C)CC)(C)C.C(NCC(NC[C@]1(CO)O[C@@H](N2C=C(C)C(=O)NC2=O)C[C@@H]1O)=O)(=O)C. Product: [CH:29]1[C:30]2[CH:31]([CH2:33][O:34][C:35]([NH:37][C@H:38]([C:43]([NH:1][CH2:2][C@:3]3([CH2:18][OH:19])[O:7][C@@H:6]([N:8]4[CH:16]=[C:14]([CH3:15])[C:12](=[O:13])[NH:11][C:9]4=[O:10])[CH2:5][C@@H:4]3[OH:17])=[O:44])[CH2:39][CH:40]([CH3:42])[CH3:41])=[O:36])[C:32]3[C:24](=[CH:23][CH:22]=[CH:21][CH:20]=3)[C:25]=2[CH:26]=[CH:27][CH:28]=1. The catalyst class is: 3. (6) Reactant: [CH3:1][C:2]1[C:6]([C:7]([O:9][CH2:10][CH3:11])=[O:8])=[CH:5][NH:4][N:3]=1.I[C:13]1[CH:14]=[N:15][CH:16]=[CH:17][CH:18]=1.C(=O)([O-])[O-].[Cs+].[Cs+].O. The catalyst class is: 590. Product: [CH3:1][C:2]1[C:6]([C:7]([O:9][CH2:10][CH3:11])=[O:8])=[CH:5][N:4]([C:13]2[CH:14]=[N:15][CH:16]=[CH:17][CH:18]=2)[N:3]=1. (7) Reactant: [Cl:1][C:2]1[C:3]2[N:4]([CH:12]=[C:13]([C:15]([OH:17])=O)[N:14]=2)[CH:5]=[C:6]([C:8]([F:11])([F:10])[F:9])[CH:7]=1.CCN=C=NCCCN(C)C.C1C=CC2N(O)N=NC=2C=1.[Cl:39][C:40]1[C:41]([C:65](=[N:67]O)[NH2:66])=[CH:42][C:43]([F:64])=[C:44]([CH:63]=1)[CH2:45][CH2:46][C:47]1([NH:55][C:56](=[O:62])[O:57][C:58]([CH3:61])([CH3:60])[CH3:59])[CH2:52][O:51][C:50]([CH3:54])([CH3:53])[O:49][CH2:48]1. Product: [Cl:39][C:40]1[C:41]([C:65]2[N:67]=[C:15]([C:13]3[N:14]=[C:3]4[C:2]([Cl:1])=[CH:7][C:6]([C:8]([F:9])([F:10])[F:11])=[CH:5][N:4]4[CH:12]=3)[O:17][N:66]=2)=[CH:42][C:43]([F:64])=[C:44]([CH:63]=1)[CH2:45][CH2:46][C:47]1([NH:55][C:56](=[O:62])[O:57][C:58]([CH3:59])([CH3:60])[CH3:61])[CH2:48][O:49][C:50]([CH3:54])([CH3:53])[O:51][CH2:52]1. The catalyst class is: 3. (8) Reactant: [C:1]([NH:4][C:5]1[CH:15]=[CH:14][C:8]([C:9]([O:11][CH2:12][CH3:13])=[O:10])=[CH:7][C:6]=1[O:16][CH2:17][CH3:18])(=O)[CH3:2].ClC1C=CC=CN=1.S(OS(C(F)(F)F)(=O)=O)(C(F)(F)F)(=O)=O.[C:41]([O:43][CH2:44][CH3:45])#[CH:42]. Product: [CH2:41]([O:43][C:44]1[C:15]2[C:5](=[C:6]([O:16][CH2:17][CH3:18])[CH:7]=[C:8]([C:9]([O:11][CH2:12][CH3:13])=[O:10])[CH:14]=2)[N:4]=[C:1]([CH3:2])[CH:45]=1)[CH3:42]. The catalyst class is: 2.